This data is from Full USPTO retrosynthesis dataset with 1.9M reactions from patents (1976-2016). The task is: Predict the reactants needed to synthesize the given product. (1) Given the product [S:1]1[C:5]2[CH:6]=[CH:7][CH:8]=[CH:9][C:4]=2[CH:3]=[C:2]1[CH2:10][C:11]1[CH:12]=[CH:13][C:14]([O:56][CH3:57])=[C:15]([C@@H:17]2[O:46][C@H:45]([CH2:47][O:48][CH2:49][C:50]3[CH:51]=[CH:52][CH:53]=[CH:54][CH:55]=3)[C@@H:36]([O:37][CH2:38][C:39]3[CH:40]=[CH:41][CH:42]=[CH:43][CH:44]=3)[C@H:27]([O:28][CH2:29][C:30]3[CH:35]=[CH:34][CH:33]=[CH:32][CH:31]=3)[C@H:18]2[O:19][CH2:20][C:21]2[CH:22]=[CH:23][CH:24]=[CH:25][CH:26]=2)[CH:16]=1, predict the reactants needed to synthesize it. The reactants are: [S:1]1[C:5]2[CH:6]=[CH:7][CH:8]=[CH:9][C:4]=2[CH:3]=[C:2]1[CH2:10][C:11]1[CH:12]=[CH:13][C:14]([OH:56])=[C:15]([C@@H:17]2[O:46][C@H:45]([CH2:47][O:48][CH2:49][C:50]3[CH:55]=[CH:54][CH:53]=[CH:52][CH:51]=3)[C@@H:36]([O:37][CH2:38][C:39]3[CH:44]=[CH:43][CH:42]=[CH:41][CH:40]=3)[C@H:27]([O:28][CH2:29][C:30]3[CH:35]=[CH:34][CH:33]=[CH:32][CH:31]=3)[C@H:18]2[O:19][CH2:20][C:21]2[CH:26]=[CH:25][CH:24]=[CH:23][CH:22]=2)[CH:16]=1.[C:57](=O)([O-])[O-].[K+].[K+].CI. (2) The reactants are: [NH2:1][CH:2]([C:11]1[C:16]([O:17][CH3:18])=[CH:15][CH:14]=[CH:13][C:12]=1[O:19][CH3:20])[CH2:3][CH:4]([CH3:10])[C:5]([O:7]CC)=O.[CH3:21][C:22]1[S:23][C:24]2[CH:30]=[CH:29][C:28]([CH:31]=O)=[CH:27][C:25]=2[N:26]=1. Given the product [CH3:18][O:17][C:16]1[CH:15]=[CH:14][CH:13]=[C:12]([O:19][CH3:20])[C:11]=1[CH:2]1[N:1]([CH2:31][C:28]2[CH:29]=[CH:30][C:24]3[S:23][C:22]([CH3:21])=[N:26][C:25]=3[CH:27]=2)[C:5](=[O:7])[CH:4]([CH3:10])[CH2:3]1, predict the reactants needed to synthesize it. (3) Given the product [F:26][C:2]([F:1])([O:7][C:8]1[CH:9]=[CH:10][C:11]([N:14]2[CH:18]=[N:17][C:16]([C:19]3[CH:20]=[CH:21][C:22]([CH:25]=[O:27])=[CH:23][CH:24]=3)=[N:15]2)=[CH:12][CH:13]=1)[C:3]([F:6])([F:5])[F:4], predict the reactants needed to synthesize it. The reactants are: [F:1][C:2]([F:26])([O:7][C:8]1[CH:13]=[CH:12][C:11]([N:14]2[CH:18]=[N:17][C:16]([C:19]3[CH:24]=[CH:23][C:22]([CH3:25])=[CH:21][CH:20]=3)=[N:15]2)=[CH:10][CH:9]=1)[C:3]([F:6])([F:5])[F:4].[OH-:27].[K+].